From a dataset of Choline transporter screen with 302,306 compounds. Binary Classification. Given a drug SMILES string, predict its activity (active/inactive) in a high-throughput screening assay against a specified biological target. (1) The molecule is S(CC(=O)N1CCCC1)c1ccc(cc1)C. The result is 0 (inactive). (2) The compound is S(c1n2c(CCCCC2)c2c(n1)nn(c2=O)c1ccccc1)CC(=O)NCCOC. The result is 0 (inactive). (3) The drug is Clc1ccc(P(=O)(C2(CCC2)C(OCC)=O)c2ccc(Cl)cc2)cc1. The result is 0 (inactive).